This data is from Peptide-MHC class I binding affinity with 185,985 pairs from IEDB/IMGT. The task is: Regression. Given a peptide amino acid sequence and an MHC pseudo amino acid sequence, predict their binding affinity value. This is MHC class I binding data. (1) The peptide sequence is DVKFHTQAF. The MHC is HLA-A26:02 with pseudo-sequence HLA-A26:02. The binding affinity (normalized) is 0.898. (2) The peptide sequence is QFPGQQQPF. The MHC is HLA-A30:02 with pseudo-sequence HLA-A30:02. The binding affinity (normalized) is 0.517.